The task is: Predict the reactants needed to synthesize the given product.. This data is from Full USPTO retrosynthesis dataset with 1.9M reactions from patents (1976-2016). (1) Given the product [CH3:15][C:9]1[C:10]([CH3:14])=[CH:11][CH:12]=[CH:13][C:8]=1[C:6]1[N:5]=[C:4]([NH2:16])[N:3]=[C:2]([NH:31][CH2:30][C:27]2[CH:26]=[CH:25][C:24]([N:21]3[CH2:20][CH2:19][N:18]([CH3:17])[CH2:23][CH2:22]3)=[CH:29][CH:28]=2)[CH:7]=1, predict the reactants needed to synthesize it. The reactants are: Cl[C:2]1[CH:7]=[C:6]([C:8]2[CH:13]=[CH:12][CH:11]=[C:10]([CH3:14])[C:9]=2[CH3:15])[N:5]=[C:4]([NH2:16])[N:3]=1.[CH3:17][N:18]1[CH2:23][CH2:22][N:21]([C:24]2[CH:29]=[CH:28][C:27]([CH2:30][NH2:31])=[CH:26][CH:25]=2)[CH2:20][CH2:19]1.CCN(C(C)C)C(C)C. (2) The reactants are: BrC1C=CC2NC3N=C(C(F)(F)F)C=CC=3CN(S(C3C=CC(C(C)(C)C)=CC=3)(=O)=O)C=2C=1.[I:34][C:35]1[CH:36]=[CH:37][C:38]2[NH:44][C:43]3[N:45]=[C:46]([C:49]([F:52])([F:51])[F:50])[CH:47]=[CH:48][C:42]=3[CH2:41][NH:40][C:39]=2[CH:53]=1.[F:54][C:55]([F:67])([F:66])[C:56]1[CH:61]=[CH:60][C:59]([S:62](Cl)(=[O:64])=[O:63])=[CH:58][CH:57]=1.BrC1C=CC2NC3N=C(C(F)(F)F)C=CC=3CNC=2C=1.C(C1C=CC(S(Cl)(=O)=O)=CC=1)(C)(C)C. Given the product [I:34][C:35]1[CH:36]=[CH:37][C:38]2[NH:44][C:43]3[N:45]=[C:46]([C:49]([F:52])([F:50])[F:51])[CH:47]=[CH:48][C:42]=3[CH2:41][N:40]([S:62]([C:59]3[CH:58]=[CH:57][C:56]([C:55]([F:54])([F:66])[F:67])=[CH:61][CH:60]=3)(=[O:64])=[O:63])[C:39]=2[CH:53]=1, predict the reactants needed to synthesize it. (3) Given the product [C:1]([O:5][C:6](=[O:17])[NH:7][C:8]1[CH:13]=[CH:12][CH:11]=[C:10]([NH2:14])[CH:9]=1)([CH3:4])([CH3:2])[CH3:3], predict the reactants needed to synthesize it. The reactants are: [C:1]([O:5][C:6](=[O:17])[NH:7][C:8]1[CH:13]=[CH:12][CH:11]=[C:10]([N+:14]([O-])=O)[CH:9]=1)([CH3:4])([CH3:3])[CH3:2].O1CCCC1. (4) Given the product [OH:30][C:2]1[N:7]=[C:6]([N:8]2[C:12]([N:13]3[CH2:18][CH2:17][N:16]([C:19]([O:21][C:22]([CH3:25])([CH3:24])[CH3:23])=[O:20])[CH2:15][CH2:14]3)=[N:11][N:10]=[N:9]2)[CH:5]=[CH:4][CH:3]=1, predict the reactants needed to synthesize it. The reactants are: F[C:2]1[N:7]=[C:6]([N:8]2[C:12]([N:13]3[CH2:18][CH2:17][N:16]([C:19]([O:21][C:22]([CH3:25])([CH3:24])[CH3:23])=[O:20])[CH2:15][CH2:14]3)=[N:11][N:10]=[N:9]2)[CH:5]=[CH:4][CH:3]=1.O.[OH-].[Li+].S(=O)(=O)(O)[O-:30].[Na+]. (5) The reactants are: C([O:8][C:9]1[N:14]=[C:13]([N:15](CC2C=CC(OC)=CC=2OC)[S:16]([C:19]2[CH:24]=[C:23]([Cl:25])[C:22]([O:26][C@H:27]3[CH2:32][CH2:31][CH2:30][CH2:29][C@@H:28]3[C:33]3[N:37]([CH3:38])[N:36]=[CH:35][CH:34]=3)=[CH:21][C:20]=2[F:39])(=[O:18])=[O:17])[CH:12]=[CH:11][N:10]=1)C1C=CC=CC=1.C([SiH](CC)CC)C.FC(F)(F)C(O)=O. Given the product [Cl:25][C:23]1[C:22]([O:26][C@H:27]2[CH2:32][CH2:31][CH2:30][CH2:29][C@@H:28]2[C:33]2[N:37]([CH3:38])[N:36]=[CH:35][CH:34]=2)=[CH:21][C:20]([F:39])=[C:19]([S:16]([NH:15][C:13]2[NH:14][C:9](=[O:8])[N:10]=[CH:11][CH:12]=2)(=[O:18])=[O:17])[CH:24]=1, predict the reactants needed to synthesize it. (6) Given the product [F:12][C:13]1([F:17])[CH2:16][N:15]([C:2]2[N:7]=[C:6]([CH3:8])[C:5]([N+:9]([O-:11])=[O:10])=[CH:4][CH:3]=2)[CH2:14]1, predict the reactants needed to synthesize it. The reactants are: Cl[C:2]1[N:7]=[C:6]([CH3:8])[C:5]([N+:9]([O-:11])=[O:10])=[CH:4][CH:3]=1.[F:12][C:13]1([F:17])[CH2:16][NH:15][CH2:14]1.